Dataset: Forward reaction prediction with 1.9M reactions from USPTO patents (1976-2016). Task: Predict the product of the given reaction. (1) Given the reactants OC[C:3]1[CH:4]=[N:5][CH:6]=[CH:7][C:8]=1[C:9]1[CH:14]=[CH:13][C:12]([NH:15]C(=O)OC(C)(C)C)=[CH:11][C:10]=1[O:23][CH3:24].O.Br, predict the reaction product. The product is: [CH:7]1[CH:6]=[N:5][CH:4]=[C:3]2[CH2:24][O:23][C:10]3[CH:11]=[C:12]([NH2:15])[CH:13]=[CH:14][C:9]=3[C:8]=12. (2) Given the reactants [O:1]=[S:2](Cl)Cl.[Br:5][C:6]1[CH:7]=[C:8]([C:12]([NH:16][C:17](=[O:23])[O:18][C:19]([CH3:22])([CH3:21])[CH3:20])([CH3:15])[CH2:13][OH:14])[CH:9]=[CH:10][CH:11]=1.N1C=CC=CC=1, predict the reaction product. The product is: [C:19]([O:18][C:17]([N:16]1[C:12]([C:8]2[CH:9]=[CH:10][CH:11]=[C:6]([Br:5])[CH:7]=2)([CH3:15])[CH2:13][O:14][S:2]1=[O:1])=[O:23])([CH3:20])([CH3:21])[CH3:22]. (3) Given the reactants [CH2:1]([O:3][C:4]([C:6]1[CH:37]=[CH:36][C:9]([NH:10][C:11]2[N:12]=[C:13]([CH3:35])[C:14]3[CH:20]=[CH:19][C:18](=[O:21])[N:17]([C:22]4[CH:34]=[CH:33][C:25]([C:26]([O:28]C(C)(C)C)=[O:27])=[CH:24][CH:23]=4)[C:15]=3[N:16]=2)=[CH:8][CH:7]=1)=[O:5])[CH3:2].FC(F)(F)C(O)=O, predict the reaction product. The product is: [CH2:1]([O:3][C:4]([C:6]1[CH:7]=[CH:8][C:9]([NH:10][C:11]2[N:12]=[C:13]([CH3:35])[C:14]3[CH:20]=[CH:19][C:18](=[O:21])[N:17]([C:22]4[CH:23]=[CH:24][C:25]([C:26]([OH:28])=[O:27])=[CH:33][CH:34]=4)[C:15]=3[N:16]=2)=[CH:36][CH:37]=1)=[O:5])[CH3:2]. (4) Given the reactants [Br:1][C:2]1[CH:3]=[C:4]([CH:9]([C:11]#[N:12])[OH:10])[CH:5]=[CH:6][C:7]=1[F:8].[CH2:13]([OH:15])[CH3:14].[ClH:16], predict the reaction product. The product is: [ClH:16].[Br:1][C:2]1[CH:3]=[C:4]([CH:9]([OH:10])[C:11](=[NH:12])[O:15][CH2:13][CH3:14])[CH:5]=[CH:6][C:7]=1[F:8]. (5) The product is: [CH3:1][O:2][C:3]1[C:4]2[NH:11][C:14]([CH2:15][CH2:16][CH2:17][NH:18][CH3:19])=[N:10][C:5]=2[C:6]([CH3:9])=[CH:7][CH:8]=1. Given the reactants [CH3:1][O:2][C:3]1[CH:8]=[CH:7][C:6]([CH3:9])=[C:5]([NH2:10])[C:4]=1[NH2:11].CO[C:14]1C(OC)=C[C:17]2[NH:18][C:19](CCCNC)=N[C:16]=2[CH:15]=1, predict the reaction product. (6) Given the reactants [Cl:1][C:2]1[CH:10]=[C:9]2[C:5]([C:6]([C:20]#[N:21])=[C:7]([C:12]3[CH:13]=[N:14][CH:15]=[C:16]([CH:18]=O)[CH:17]=3)[N:8]2[CH3:11])=[CH:4][CH:3]=1.[C:22]1([CH2:28][S:29]([NH2:32])(=[O:31])=[O:30])[CH:27]=[CH:26][CH:25]=[CH:24][CH:23]=1, predict the reaction product. The product is: [Cl:1][C:2]1[CH:10]=[C:9]2[C:5]([C:6]([C:20]#[N:21])=[C:7]([C:12]3[CH:17]=[C:16]([CH2:18][NH:32][S:29]([CH2:28][C:22]4[CH:23]=[CH:24][CH:25]=[CH:26][CH:27]=4)(=[O:30])=[O:31])[CH:15]=[N:14][CH:13]=3)[N:8]2[CH3:11])=[CH:4][CH:3]=1.